This data is from Forward reaction prediction with 1.9M reactions from USPTO patents (1976-2016). The task is: Predict the product of the given reaction. Given the reactants [Cl:1][C:2]1[CH:7]=[CH:6][C:5]([CH:8]2[CH2:14][C:13](=[O:15])[O:12][C:10](=O)[CH2:9]2)=[CH:4][CH:3]=1.[C:16]([NH2:25])(=[O:24])[C:17]1[C:18](=[CH:20][CH:21]=[CH:22][CH:23]=1)[NH2:19], predict the reaction product. The product is: [Cl:1][C:2]1[CH:3]=[CH:4][C:5]([CH:8]([CH2:9][C:10]2[N:25]=[C:16]([OH:24])[C:17]3[C:18](=[CH:20][CH:21]=[CH:22][CH:23]=3)[N:19]=2)[CH2:14][C:13]([OH:12])=[O:15])=[CH:6][CH:7]=1.